This data is from Catalyst prediction with 721,799 reactions and 888 catalyst types from USPTO. The task is: Predict which catalyst facilitates the given reaction. (1) Reactant: FC(F)(F)C(O)=O.[F:8][C:9]1[CH:14]=[CH:13][C:12]([CH2:15][N:16]([CH3:29])[CH:17]2[CH2:21][CH2:20][N:19](C(OC(C)(C)C)=O)[CH2:18]2)=[C:11]([C:30]([F:33])([F:32])[F:31])[CH:10]=1. Product: [F:8][C:9]1[CH:14]=[CH:13][C:12]([CH2:15][N:16]([CH3:29])[CH:17]2[CH2:21][CH2:20][NH:19][CH2:18]2)=[C:11]([C:30]([F:33])([F:31])[F:32])[CH:10]=1. The catalyst class is: 2. (2) Reactant: [CH:1]12[CH2:7][CH:4]([CH:5]=[CH:6]1)[CH2:3][CH:2]2[CH2:8]O.C(N(CC)CC)C.C(Cl)(=O)C=CC1C=CC=CC=1.[C:28]([O:31]CC)(=[O:30])[CH3:29]. Product: [CH:1]12[CH2:7][CH:4]([CH:3]=[CH:2]1)[CH2:5][CH2:6]2.[CH3:8][C:2]1[CH:3]=[CH:4][CH:5]=[CH:6][C:1]=1[CH:7]=[CH:29][C:28]([O-:31])=[O:30]. The catalyst class is: 1.